This data is from Reaction yield outcomes from USPTO patents with 853,638 reactions. The task is: Predict the reaction yield, written as a fraction of the theoretical maximum amount of product (1.0 means a 100% yield; for example, 0.34 means a 34% yield). (1) The reactants are [NH:1]1[CH:5]=[C:4]([C:6]2[CH:22]=[CH:21][C:9]3[C:10]4[N:11]=[C:12]([C:18]([OH:20])=O)[S:13][C:14]=4[CH2:15][CH2:16][O:17][C:8]=3[CH:7]=2)[CH:3]=[N:2]1.CN(C)C=O.C(NC(C)C)(C)C.[CH:35]([NH:38][CH2:39][CH2:40][OH:41])([CH3:37])[CH3:36]. No catalyst specified. The product is [OH:41][CH2:40][CH2:39][N:38]([CH:35]([CH3:37])[CH3:36])[C:18]([C:12]1[S:13][C:14]2[CH2:15][CH2:16][O:17][C:8]3[CH:7]=[C:6]([C:4]4[CH:3]=[N:2][NH:1][CH:5]=4)[CH:22]=[CH:21][C:9]=3[C:10]=2[N:11]=1)=[O:20]. The yield is 0.150. (2) The yield is 0.240. The reactants are [CH:1]1([N:7]([CH:19]2[CH2:24][CH2:23][CH2:22][CH2:21][CH2:20]2)[C:8](=[O:18])[NH:9][C:10]2[S:11][CH:12]=[C:13]([C:15](O)=[O:16])[N:14]=2)[CH2:6][CH2:5][CH2:4][CH2:3][CH2:2]1.[NH:25]1[CH2:30][CH2:29][O:28][CH2:27][CH2:26]1. No catalyst specified. The product is [CH:1]1([N:7]([CH:19]2[CH2:20][CH2:21][CH2:22][CH2:23][CH2:24]2)[C:8]([NH:9][C:10]2[S:11][CH:12]=[C:13]([C:15]([N:25]3[CH2:30][CH2:29][O:28][CH2:27][CH2:26]3)=[O:16])[N:14]=2)=[O:18])[CH2:6][CH2:5][CH2:4][CH2:3][CH2:2]1. (3) The reactants are C([O:5][C:6]([C:8]1([CH3:16])[CH2:15][CH2:14][CH2:13][CH:12]=[CH:11][CH2:10][CH2:9]1)=O)(C)(C)C.[H-].[Al+3].[Li+].[H-].[H-].[H-].C(OCC)(=O)C.Cl. The catalyst is C(OCC)C. The product is [CH3:16][C:8]1([CH2:6][OH:5])[CH2:15][CH2:14][CH2:13][CH:12]=[CH:11][CH2:10][CH2:9]1. The yield is 0.990. (4) The reactants are [F:1][C:2]1[CH:3]=[C:4]2[C:8](=[CH:9][CH:10]=1)[NH:7][C:6](=[O:11])[CH2:5]2.[Li+].C[Si]([N-][Si](C)(C)C)(C)C.[Br:22][C:23]1[C:27]([CH3:29])([CH3:28])[O:26][C:25](=O)[CH:24]=1.Cl. The catalyst is C1COCC1.O. The product is [Br:22][C:23]1[C:27]([CH3:29])([CH3:28])[O:26]/[C:25](=[C:5]2/[C:6](=[O:11])[NH:7][C:8]3[C:4]/2=[CH:3][C:2]([F:1])=[CH:10][CH:9]=3)/[CH:24]=1. The yield is 0.800. (5) The reactants are C([O:3][C:4]([C:6]1[NH:7][C:8]2[C:13]([CH:14]=1)=[CH:12][C:11]([O:15][CH2:16][CH2:17][N:18]1[CH2:23][CH2:22][O:21][CH2:20][CH2:19]1)=[CH:10][CH:9]=2)=[O:5])C.[OH-].[Na+].[ClH:26]. The catalyst is CO.O. The product is [ClH:26].[N:18]1([CH2:17][CH2:16][O:15][C:11]2[CH:12]=[C:13]3[C:8](=[CH:9][CH:10]=2)[NH:7][C:6]([C:4]([OH:5])=[O:3])=[CH:14]3)[CH2:23][CH2:22][O:21][CH2:20][CH2:19]1. The yield is 0.700. (6) The catalyst is O1CCCC1.O.C(OCC)(=O)C. The product is [F:23][C:18]1[CH:17]=[C:16]([S:13]([NH:7][C:8]2[S:9][CH:10]=[CH:11][N:12]=2)(=[O:14])=[O:15])[CH:21]=[CH:20][C:19]=1[CH:37]([C:36]1[C:35]([C:32]2[CH:33]=[CH:34][O:30][CH:31]=2)=[N:42][CH:41]=[CH:40][CH:39]=1)[OH:38]. The yield is 0.0610. The reactants are C(OC(=O)[N:7]([S:13]([C:16]1[CH:21]=[CH:20][C:19](F)=[C:18]([F:23])[CH:17]=1)(=[O:15])=[O:14])[C:8]1[S:9][CH:10]=[CH:11][N:12]=1)(C)(C)C.C([Li])CCC.[O:30]1[CH:34]=[CH:33][C:32]([C:35]2[N:42]=[CH:41][CH:40]=[CH:39][C:36]=2[CH:37]=[O:38])=[CH:31]1.Cl. (7) The reactants are Br[C:2]1[CH:7]=[CH:6][C:5]([CH2:8][C:9]([NH2:11])=[O:10])=[C:4]([CH3:12])[C:3]=1[Cl:13].[Cu](C#N)[C:15]#[N:16].O. The catalyst is CN(C=O)C. The product is [Cl:13][C:3]1[C:4]([CH3:12])=[C:5]([CH2:8][C:9]([NH2:11])=[O:10])[CH:6]=[CH:7][C:2]=1[C:15]#[N:16]. The yield is 0.670. (8) The reactants are [Si:1]([O:8][CH2:9][C:10]([N:13]1[C:21]2[CH:20]=[CH:19][N:18]=[CH:17][C:16]=2[C:15]([C:22]([C:24]2[CH:29]=[C:28]([N:30]=C(C3C=CC=CC=3)C3C=CC=CC=3)[CH:27]=[CH:26][N:25]=2)=[O:23])=[CH:14]1)([CH3:12])[CH3:11])([C:4]([CH3:7])([CH3:6])[CH3:5])([CH3:3])[CH3:2].C(O)(=O)CC(CC(O)=O)(C(O)=O)O.C(=O)([O-])[O-].[K+].[K+]. The catalyst is C1COCC1. The product is [NH2:30][C:28]1[CH:27]=[CH:26][N:25]=[C:24]([C:22]([C:15]2[C:16]3[CH:17]=[N:18][CH:19]=[CH:20][C:21]=3[N:13]([C:10]([CH3:12])([CH3:11])[CH2:9][O:8][Si:1]([C:4]([CH3:7])([CH3:6])[CH3:5])([CH3:2])[CH3:3])[CH:14]=2)=[O:23])[CH:29]=1. The yield is 0.700.